Dataset: Peptide-MHC class I binding affinity with 185,985 pairs from IEDB/IMGT. Task: Regression. Given a peptide amino acid sequence and an MHC pseudo amino acid sequence, predict their binding affinity value. This is MHC class I binding data. (1) The peptide sequence is SHDTIGPYY. The MHC is HLA-B40:01 with pseudo-sequence HLA-B40:01. The binding affinity (normalized) is 0.262. (2) The MHC is HLA-B46:01 with pseudo-sequence HLA-B46:01. The binding affinity (normalized) is 0.0847. The peptide sequence is YRTLGVFRY. (3) The peptide sequence is CEKRLLLKL. The MHC is HLA-B08:03 with pseudo-sequence HLA-B08:03. The binding affinity (normalized) is 0.0847. (4) The peptide sequence is CYDLMSFLE. The MHC is HLA-A01:01 with pseudo-sequence HLA-A01:01. The binding affinity (normalized) is 0.0847. (5) The peptide sequence is IPRRNVATL. The MHC is HLA-B35:01 with pseudo-sequence HLA-B35:01. The binding affinity (normalized) is 0.213. (6) The binding affinity (normalized) is 0.313. The peptide sequence is SYQYLIIQNR. The MHC is HLA-A68:01 with pseudo-sequence HLA-A68:01. (7) The peptide sequence is LLLLGLMILL. The MHC is HLA-A02:06 with pseudo-sequence HLA-A02:06. The binding affinity (normalized) is 0.716. (8) The peptide sequence is EVATRFNTM. The MHC is HLA-A02:06 with pseudo-sequence HLA-A02:06. The binding affinity (normalized) is 0.558. (9) The peptide sequence is SEGDDDGSR. The MHC is HLA-A01:01 with pseudo-sequence HLA-A01:01. The binding affinity (normalized) is 0.0847. (10) The peptide sequence is LDSFDPLVA. The MHC is Patr-B2401 with pseudo-sequence Patr-B2401. The binding affinity (normalized) is 0.136.